From a dataset of Full USPTO retrosynthesis dataset with 1.9M reactions from patents (1976-2016). Predict the reactants needed to synthesize the given product. (1) The reactants are: [F-].C([N+](CCCC)(CCCC)CCCC)CCC.[CH2:19]([N:21]([CH2:29][C:30]1[N:31]=[C:32]2[S:39][C:38]([CH3:40])=[C:37]([CH:41]=[O:42])[N:33]2[C:34](=[O:36])[CH:35]=1)[C:22]1[CH:27]=[CH:26][C:25]([F:28])=[CH:24][CH:23]=1)[CH3:20].C[Si](C)(C)[C:45]([F:48])([F:47])[F:46]. Given the product [CH2:19]([N:21]([CH2:29][C:30]1[N:31]=[C:32]2[S:39][C:38]([CH3:40])=[C:37]([CH:41]([OH:42])[C:45]([F:48])([F:47])[F:46])[N:33]2[C:34](=[O:36])[CH:35]=1)[C:22]1[CH:23]=[CH:24][C:25]([F:28])=[CH:26][CH:27]=1)[CH3:20], predict the reactants needed to synthesize it. (2) Given the product [ClH:1].[N:2]1([C@@H:11]([C:17]2[CH:18]=[CH:19][C:20]([O:23][C:24]([F:25])([F:26])[F:27])=[CH:21][CH:22]=2)[C@H:12]([OH:16])[CH2:13][NH:14][CH3:15])[C:10]2[C:5](=[CH:6][CH:7]=[CH:8][CH:9]=2)[CH:4]=[CH:3]1, predict the reactants needed to synthesize it. The reactants are: [ClH:1].[N:2]1([CH:11]([C:17]2[CH:22]=[CH:21][C:20]([O:23][C:24]([F:27])([F:26])[F:25])=[CH:19][CH:18]=2)[CH:12]([OH:16])[CH2:13][NH:14][CH3:15])[C:10]2[C:5](=[CH:6][CH:7]=[CH:8][CH:9]=2)[CH:4]=[CH:3]1. (3) Given the product [CH3:7][O:6][C:3]1([O:8][CH3:9])[CH2:4][C:25]([C:21]2[CH:22]=[CH:23][CH:24]=[C:19]([O:18][C:17]([F:28])([F:29])[F:16])[CH:20]=2)([C:26]([NH2:27])=[O:13])[CH2:2]1, predict the reactants needed to synthesize it. The reactants are: Br[CH2:2][C:3]([O:8][CH3:9])([O:6][CH3:7])[CH2:4]Br.CC(C)([O-:13])C.[Na+].[F:16][C:17]([F:29])([F:28])[O:18][C:19]1[CH:20]=[C:21]([CH2:25][C:26]#[N:27])[CH:22]=[CH:23][CH:24]=1. (4) Given the product [NH2:28][C:16](=[O:19])[C@H:17]([CH3:18])[C@H:14]([NH:15][C:20](=[O:21])[O:22][C:23]([CH3:24])([CH3:26])[CH3:25])[C:12]1[N:13]=[C:8]2[CH:7]=[CH:6][C:5]([C:1]([CH3:2])([CH3:4])[CH3:3])=[CH:10][N:9]2[CH:11]=1, predict the reactants needed to synthesize it. The reactants are: [C:1]([C:5]1[CH:6]=[CH:7][C:8]2[N:9]([CH:11]=[C:12]([C@@H:14]3[C@@H:17]([CH3:18])[C:16](=[O:19])[N:15]3[C:20]([O:22][C:23]([CH3:26])([CH3:25])[CH3:24])=[O:21])[N:13]=2)[CH:10]=1)([CH3:4])([CH3:3])[CH3:2].[OH-].[NH4+:28]. (5) Given the product [C:4]([C:5]1[CH:6]=[C:7]([CH:12]=[CH:13][CH:14]=1)[C:8]([OH:10])=[O:9])#[CH:3], predict the reactants needed to synthesize it. The reactants are: C[Si](C)(C)[C:3]#[C:4][C:5]1[CH:6]=[C:7]([CH:12]=[CH:13][CH:14]=1)[C:8]([O:10]C)=[O:9].O1CCCC1.[OH-].[Li+]. (6) The reactants are: F[C:2]1[C:11]2[C:6](=[CH:7][CH:8]=[CH:9][CH:10]=2)[C:5]([N+:12]([O-])=O)=[CH:4][CH:3]=1.[CH3:15][O:16][C:17]([C:19]1[CH:24]=[C:23]([OH:25])[CH:22]=[CH:21][N:20]=1)=[O:18].C([O-])([O-])=O.[K+].[K+]. Given the product [CH3:15][O:16][C:17]([C:19]1[CH:24]=[C:23]([O:25][C:2]2[C:11]3[C:6](=[CH:7][CH:8]=[CH:9][CH:10]=3)[C:5]([NH2:12])=[CH:4][CH:3]=2)[CH:22]=[CH:21][N:20]=1)=[O:18], predict the reactants needed to synthesize it. (7) Given the product [Cl:1][C:2]1[CH:3]=[C:4]([C@@H:8]2[C@@H:13]([C:14]3[CH:19]=[CH:18][C:17]([Cl:20])=[CH:16][CH:15]=3)[N:12]([C@@H:21]([CH2:25][CH3:26])[C@@H:22]([O:24][CH3:37])[CH3:23])[C:11](=[O:27])[C@:10]([CH2:29][C:30]([O:32][CH3:33])=[O:31])([CH3:28])[CH2:9]2)[CH:5]=[CH:6][CH:7]=1, predict the reactants needed to synthesize it. The reactants are: [Cl:1][C:2]1[CH:3]=[C:4]([C@@H:8]2[C@@H:13]([C:14]3[CH:19]=[CH:18][C:17]([Cl:20])=[CH:16][CH:15]=3)[N:12]([C@@H:21]([CH2:25][CH3:26])[C@@H:22]([OH:24])[CH3:23])[C:11](=[O:27])[C@:10]([CH2:29][C:30]([O:32][CH3:33])=[O:31])([CH3:28])[CH2:9]2)[CH:5]=[CH:6][CH:7]=1.[H-].[Na+].I[CH3:37]. (8) Given the product [F:1][C:2]1[CH:7]=[CH:6][C:5]([N+:8]([O-:10])=[O:9])=[C:4]([CH:3]=1)[O:11][CH2:19]/[CH:20]=[CH:21]/[C:22]([O:24][CH2:25][CH3:26])=[O:23], predict the reactants needed to synthesize it. The reactants are: [F:1][C:2]1[CH:3]=[C:4]([OH:11])[C:5]([N+:8]([O-:10])=[O:9])=[CH:6][CH:7]=1.C([O-])([O-])=O.[K+].[K+].Br[CH2:19]/[CH:20]=[CH:21]/[C:22]([O:24][CH2:25][CH3:26])=[O:23]. (9) The reactants are: [C:1]([O:5][C:6]([NH:8][C@@H:9]([CH2:21][C:22]1[CH:27]=[CH:26][C:25]([OH:28])=[CH:24][CH:23]=1)[C:10]([O:12][C@@H:13]1[CH:18]2[CH2:19][CH2:20][N:15]([CH2:16][CH2:17]2)[CH2:14]1)=[O:11])=[O:7])([CH3:4])([CH3:3])[CH3:2].[Br:29][CH2:30][C:31]([C:33]1[CH:38]=[CH:37][CH:36]=[CH:35][CH:34]=1)=[O:32]. Given the product [Br-:29].[C:1]([O:5][C:6]([NH:8][C@@H:9]([CH2:21][C:22]1[CH:27]=[CH:26][C:25]([OH:28])=[CH:24][CH:23]=1)[C:10]([O:12][C@@H:13]1[CH:18]2[CH2:19][CH2:20][N+:15]([CH2:30][C:31](=[O:32])[C:33]3[CH:38]=[CH:37][CH:36]=[CH:35][CH:34]=3)([CH2:16][CH2:17]2)[CH2:14]1)=[O:11])=[O:7])([CH3:4])([CH3:2])[CH3:3], predict the reactants needed to synthesize it.